Dataset: Reaction yield outcomes from USPTO patents with 853,638 reactions. Task: Predict the reaction yield, written as a fraction of the theoretical maximum amount of product (1.0 means a 100% yield; for example, 0.34 means a 34% yield). (1) The reactants are [Cl:1][C:2]1[N:7]=[C:6](Cl)[CH:5]=[CH:4][N:3]=1.[CH:9]1([C:12]2[CH:16]=[C:15]([NH2:17])[NH:14][N:13]=2)[CH2:11][CH2:10]1.CCN(C(C)C)C(C)C. The catalyst is CS(C)=O. The product is [Cl:1][C:2]1[N:7]=[C:6]([NH:17][C:15]2[NH:14][N:13]=[C:12]([CH:9]3[CH2:11][CH2:10]3)[CH:16]=2)[CH:5]=[CH:4][N:3]=1. The yield is 0.810. (2) The reactants are [F:1][C:2]([F:13])([F:12])[C:3]1[N:8]=[CH:7][C:6]([CH2:9][C:10]#[N:11])=[CH:5][CH:4]=1.C1COCC1.[O:19]1[CH2:24][CH2:23][C:22](=[O:25])[CH2:21][CH2:20]1.[NH4+].[Cl-]. The catalyst is C1(C)C=CC=CC=1. The product is [OH:25][C:22]1([CH:9]([C:6]2[CH:7]=[N:8][C:3]([C:2]([F:12])([F:1])[F:13])=[CH:4][CH:5]=2)[C:10]#[N:11])[CH2:23][CH2:24][O:19][CH2:20][CH2:21]1. The yield is 0.470. (3) The reactants are C(OC([N:8]([CH2:25][C@H:26]1[CH2:35][CH2:34][C:33]2[C:28](=[CH:29][CH:30]=[C:31]([C:36]3[CH:37]=[C:38]([CH:42]=[CH:43][CH:44]=3)[C:39](O)=[O:40])[CH:32]=2)[O:27]1)[CH2:9][C@H:10]([O:17][Si](C(C)(C)C)(C)C)[C:11]1[CH:12]=[N:13][CH:14]=[CH:15][CH:16]=1)=O)(C)(C)C.CN(C1C=CC=CN=1)C.[CH3:54][S:55]([NH2:58])(=[O:57])=[O:56].Cl. The catalyst is C(Cl)Cl.O1CCOCC1. The product is [OH:17][C@H:10]([C:11]1[CH:12]=[N:13][CH:14]=[CH:15][CH:16]=1)[CH2:9][NH:8][CH2:25][C@H:26]1[CH2:35][CH2:34][C:33]2[C:28](=[CH:29][CH:30]=[C:31]([C:36]3[CH:37]=[C:38]([CH:42]=[CH:43][CH:44]=3)[C:39]([NH:58][S:55]([CH3:54])(=[O:57])=[O:56])=[O:40])[CH:32]=2)[O:27]1. The yield is 0.620. (4) The reactants are N(C(C)C)C(C)C.[Li]CCCC.[Br:13][C:14]1[CH:19]=[CH:18][CH:17]=[C:16]([Br:20])[CH:15]=1.CN(C)[CH:23]=[O:24].OS(O)(=O)=O. The catalyst is C1COCC1. The product is [Br:13][C:14]1[CH:19]=[CH:18][CH:17]=[C:16]([Br:20])[C:15]=1[CH:23]=[O:24]. The yield is 0.890.